The task is: Predict the product of the given reaction.. This data is from Forward reaction prediction with 1.9M reactions from USPTO patents (1976-2016). Given the reactants [O:1]1[C:5]2[CH:6]=[CH:7][C:8]([C:10]3[NH:14][N:13]=NN=3)=[CH:9][C:4]=2[CH2:3][CH2:2]1.Cl[C:16](=[O:24])[CH2:17][CH2:18][C:19]([O:21][CH2:22][CH3:23])=[O:20], predict the reaction product. The product is: [O:1]1[C:5]2[CH:6]=[CH:7][C:8]([C:10]3[O:24][C:16]([CH2:17][CH2:18][C:19]([O:21][CH2:22][CH3:23])=[O:20])=[N:13][N:14]=3)=[CH:9][C:4]=2[CH2:3][CH2:2]1.